Dataset: Catalyst prediction with 721,799 reactions and 888 catalyst types from USPTO. Task: Predict which catalyst facilitates the given reaction. (1) The catalyst class is: 5. Reactant: C(OC([NH:8][C:9]1[O:17][C:16]2[C:11](=[N:12][CH:13]=[C:14]([C:18]3[C:23]([F:24])=[CH:22][CH:21]=[CH:20][C:19]=3[F:25])[CH:15]=2)[C:10]=1[C:26]([NH:28][C:29]1[CH:30]=[N:31][CH:32]=[CH:33][C:34]=1[N:35]1[CH2:40][C@H:39]([CH3:41])[CH2:38][C@H:37]([NH:42]C(=O)OC(C)(C)C)[CH2:36]1)=[O:27])=O)(C)(C)C.Cl.O1CCOCC1. Product: [NH2:8][C:9]1[O:17][C:16]2[C:11](=[N:12][CH:13]=[C:14]([C:18]3[C:19]([F:25])=[CH:20][CH:21]=[CH:22][C:23]=3[F:24])[CH:15]=2)[C:10]=1[C:26]([NH:28][C:29]1[CH:30]=[N:31][CH:32]=[CH:33][C:34]=1[N:35]1[CH2:40][C@H:39]([CH3:41])[CH2:38][C@H:37]([NH2:42])[CH2:36]1)=[O:27]. (2) Reactant: [CH3:1][O:2][CH2:3][C@H:4]1[N:9]([C:10]([O:12][CH2:13][C:14]2[CH:19]=[CH:18][CH:17]=[CH:16][CH:15]=2)=[O:11])[CH2:8][C@@H:7]([C:20]([O:22]C)=[O:21])[CH2:6][CH2:5]1.O.[OH-].[Li+]. Product: [CH2:13]([O:12][C:10]([N:9]1[C@H:4]([CH2:3][O:2][CH3:1])[CH2:5][CH2:6][C@H:7]([C:20]([OH:22])=[O:21])[CH2:8]1)=[O:11])[C:14]1[CH:19]=[CH:18][CH:17]=[CH:16][CH:15]=1. The catalyst class is: 24.